From a dataset of Forward reaction prediction with 1.9M reactions from USPTO patents (1976-2016). Predict the product of the given reaction. (1) Given the reactants [OH:1][CH2:2][C:3]1[C:4]([NH:10][C:11]2[CH:16]=[CH:15][CH:14]=[C:13]([N+:17]([O-:19])=[O:18])[CH:12]=2)=[N:5][C:6]([CH3:9])=[CH:7][CH:8]=1, predict the reaction product. The product is: [CH3:9][C:6]1[CH:7]=[CH:8][C:3]([CH:2]=[O:1])=[C:4]([NH:10][C:11]2[CH:16]=[CH:15][CH:14]=[C:13]([N+:17]([O-:19])=[O:18])[CH:12]=2)[N:5]=1. (2) Given the reactants Cl[C:2]1[N:7]=[CH:6][N:5]=[C:4]([NH:8][C:9]2[CH:14]=[CH:13][C:12]([O:15][CH3:16])=[CH:11][CH:10]=2)[CH:3]=1.[CH2:17]([NH2:21])[CH2:18][CH2:19][CH3:20].CCN(C(C)C)C(C)C, predict the reaction product. The product is: [CH2:17]([NH:21][C:2]1[CH:3]=[C:4]([NH:8][C:9]2[CH:14]=[CH:13][C:12]([O:15][CH3:16])=[CH:11][CH:10]=2)[N:5]=[CH:6][N:7]=1)[CH2:18][CH2:19][CH3:20]. (3) Given the reactants Br[C:2]1[CH:7]=[CH:6][C:5]([C:8]([N:10]2[CH2:15][CH2:14][N:13]([C:16]3[C:21]([CH3:22])=[CH:20][C:19]([CH:23]4[CH2:25][CH2:24]4)=[CH:18][N:17]=3)[CH2:12][CH2:11]2)=[O:9])=[C:4]([F:26])[CH:3]=1.[CH3:27][N:28]1[CH2:32][CH2:31][NH:30][C:29]1=[O:33], predict the reaction product. The product is: [CH:23]1([C:19]2[CH:20]=[C:21]([CH3:22])[C:16]([N:13]3[CH2:14][CH2:15][N:10]([C:8]([C:5]4[CH:6]=[CH:7][C:2]([N:30]5[CH2:31][CH2:32][N:28]([CH3:27])[C:29]5=[O:33])=[CH:3][C:4]=4[F:26])=[O:9])[CH2:11][CH2:12]3)=[N:17][CH:18]=2)[CH2:25][CH2:24]1. (4) Given the reactants [Br:1]Br.[Cl:3][C:4]1[CH:5]=[C:6]([C:10](=[O:12])[CH3:11])[CH:7]=[CH:8][CH:9]=1, predict the reaction product. The product is: [Br:1][CH2:11][C:10]([C:6]1[CH:7]=[CH:8][CH:9]=[C:4]([Cl:3])[CH:5]=1)=[O:12]. (5) The product is: [CH2:1]([N:8]1[CH2:13][CH2:12][O:11][C@H:10]([CH3:15])[C@H:9]1[C:16]([O:18][CH2:19][C:20]1[CH:25]=[CH:24][CH:23]=[CH:22][CH:21]=1)=[O:17])[C:2]1[CH:3]=[CH:4][CH:5]=[CH:6][CH:7]=1. Given the reactants [CH2:1]([N:8]1[C:13](=O)[CH2:12][O:11][C@H:10]([CH3:15])[C@H:9]1[C:16]([O:18][CH2:19][C:20]1[CH:25]=[CH:24][CH:23]=[CH:22][CH:21]=1)=[O:17])[C:2]1[CH:7]=[CH:6][CH:5]=[CH:4][CH:3]=1.B.CO.O, predict the reaction product. (6) Given the reactants [C:1]([N:5]1[C:9]([C:10]2[CH:15]=[CH:14][N:13]=[C:12](SC)[N:11]=2)=[CH:8][C:7]([C:18]([NH2:20])=[O:19])=[N:6]1)([CH3:4])([CH3:3])[CH3:2].[C:21]1(B(O)O)[CH:26]=[CH:25][CH:24]=[CH:23][CH:22]=1, predict the reaction product. The product is: [C:1]([N:5]1[C:9]([C:10]2[CH:15]=[CH:14][N:13]=[C:12]([C:21]3[CH:26]=[CH:25][CH:24]=[CH:23][CH:22]=3)[N:11]=2)=[CH:8][C:7]([C:18]([NH2:20])=[O:19])=[N:6]1)([CH3:4])([CH3:3])[CH3:2]. (7) Given the reactants [CH3:1][O:2][C:3]1[CH:22]=[CH:21][C:6]([CH2:7][C@@H:8]2[C:12]3=[N:13][C:14]4[CH:19]=[CH:18][CH:17]=[CH:16][C:15]=4[N:11]3[C:10](=[O:20])[NH:9]2)=[CH:5][CH:4]=1.Cl.[F:24][CH:25]([F:34])[CH2:26][N:27]1[CH2:32][CH2:31][CH:30]([NH2:33])[CH2:29][CH2:28]1.C(O)(C(F)(F)F)=O, predict the reaction product. The product is: [NH:13]1[C:14]2[CH:19]=[CH:18][CH:17]=[CH:16][C:15]=2[N:11]=[C:12]1[C@H:8]([NH:9][C:10]([NH:33][CH:30]1[CH2:29][CH2:28][N:27]([CH2:26][CH:25]([F:34])[F:24])[CH2:32][CH2:31]1)=[O:20])[CH2:7][C:6]1[CH:21]=[CH:22][C:3]([O:2][CH3:1])=[CH:4][CH:5]=1.